Dataset: Catalyst prediction with 721,799 reactions and 888 catalyst types from USPTO. Task: Predict which catalyst facilitates the given reaction. (1) Reactant: C([O:4][CH2:5][CH2:6][CH2:7][C:8]([F:16])([F:15])[C:9]1[CH:14]=[CH:13][CH:12]=[CH:11][CH:10]=1)(=O)C.FC(F)(C1C=CC=CC=1)CCO. Product: [F:15][C:8]([F:16])([C:9]1[CH:14]=[CH:13][CH:12]=[CH:11][CH:10]=1)[CH2:7][CH2:6][CH2:5][OH:4]. The catalyst class is: 74. (2) Reactant: C1(C2C=CC=CC=2)C=CC=CC=1.Cl[C:14]1[C:15](=[O:38])[C:16](=[O:37])[C:17]=1[NH:18][C:19]1[CH:24]=[CH:23][C:22]([Cl:25])=[C:21]([S:26]([N:29]2[CH2:34][CH2:33][N:32]([CH3:35])[CH2:31][CH2:30]2)(=[O:28])=[O:27])[C:20]=1[OH:36].[F:39][C:40]1[CH:46]=[C:45]([F:47])[CH:44]=[CH:43][C:41]=1[NH2:42]. Product: [Cl:25][C:22]1[CH:23]=[CH:24][C:19]([NH:18][C:17]2[C:16](=[O:37])[C:15](=[O:38])[C:14]=2[NH:42][C:41]2[CH:43]=[CH:44][C:45]([F:47])=[CH:46][C:40]=2[F:39])=[C:20]([OH:36])[C:21]=1[S:26]([N:29]1[CH2:34][CH2:33][N:32]([CH3:35])[CH2:31][CH2:30]1)(=[O:28])=[O:27]. The catalyst class is: 3. (3) Reactant: [CH2:1]([O:5][CH2:6][CH2:7][O:8][C:9]1[CH:14]=[CH:13][C:12]([C:15]2[CH:16]=[CH:17][C:18]3[N:24]([CH2:25][CH:26]([CH3:28])[CH3:27])[CH2:23][CH2:22][C:21]([C:29]([NH:31][C:32]4[CH:37]=[CH:36][C:35]([S:38][CH2:39][C:40]5[N:45]=[CH:44][CH:43]=[CH:42][N:41]=5)=[CH:34][CH:33]=4)=[O:30])=[CH:20][C:19]=3[CH:46]=2)=[CH:11][CH:10]=1)[CH2:2][CH2:3][CH3:4].ClC1C=CC=C(C(OO)=[O:55])C=1.S([O-])([O-])(=O)=S.[Na+].[Na+]. Product: [CH2:1]([O:5][CH2:6][CH2:7][O:8][C:9]1[CH:10]=[CH:11][C:12]([C:15]2[CH:16]=[CH:17][C:18]3[N:24]([CH2:25][CH:26]([CH3:27])[CH3:28])[CH2:23][CH2:22][C:21]([C:29]([NH:31][C:32]4[CH:33]=[CH:34][C:35]([S:38]([CH2:39][C:40]5[N:45]=[CH:44][CH:43]=[CH:42][N:41]=5)=[O:55])=[CH:36][CH:37]=4)=[O:30])=[CH:20][C:19]=3[CH:46]=2)=[CH:13][CH:14]=1)[CH2:2][CH2:3][CH3:4]. The catalyst class is: 2. (4) Reactant: [Cl:1][C:2]1[C:7]([F:8])=[CH:6][CH:5]=[C:4]([N+:9]([O-])=O)[C:3]=1[NH:12][C:13]1[CH:18]=[CH:17][CH:16]=[CH:15][CH:14]=1.[NH4+].[Cl-]. Product: [Cl:1][C:2]1[C:7]([F:8])=[CH:6][CH:5]=[C:4]([NH2:9])[C:3]=1[NH:12][C:13]1[CH:18]=[CH:17][CH:16]=[CH:15][CH:14]=1. The catalyst class is: 406. (5) Reactant: IC.[OH:3][C:4]1[C:13]([CH:14]=[O:15])=[CH:12][CH:11]=[C:10]2[C:5]=1[CH:6]=[CH:7][C:8]([CH3:17])([CH3:16])[O:9]2.[C:18](=O)([O-])[O-].[K+].[K+]. Product: [CH3:18][O:3][C:4]1[C:13]([CH:14]=[O:15])=[CH:12][CH:11]=[C:10]2[C:5]=1[CH:6]=[CH:7][C:8]([CH3:17])([CH3:16])[O:9]2. The catalyst class is: 21. (6) Reactant: [OH:1][C:2]1[CH:8]=[CH:7][C:5]([NH2:6])=[C:4]([N+:9]([O-:11])=[O:10])[CH:3]=1.[CH3:12][O:13][CH2:14][CH2:15]O.C(P(CCCC)CCCC)CCC.N(C(N1CCCCC1)=O)=NC(N1CCCCC1)=O. Product: [CH3:12][O:13][CH2:14][CH2:15][O:1][C:2]1[CH:8]=[CH:7][C:5]([NH2:6])=[C:4]([N+:9]([O-:11])=[O:10])[CH:3]=1. The catalyst class is: 7.